From a dataset of NCI-60 drug combinations with 297,098 pairs across 59 cell lines. Regression. Given two drug SMILES strings and cell line genomic features, predict the synergy score measuring deviation from expected non-interaction effect. (1) Drug 1: CC1C(C(CC(O1)OC2CC(OC(C2O)C)OC3=CC4=CC5=C(C(=O)C(C(C5)C(C(=O)C(C(C)O)O)OC)OC6CC(C(C(O6)C)O)OC7CC(C(C(O7)C)O)OC8CC(C(C(O8)C)O)(C)O)C(=C4C(=C3C)O)O)O)O. Drug 2: CC1CCCC2(C(O2)CC(NC(=O)CC(C(C(=O)C(C1O)C)(C)C)O)C(=CC3=CSC(=N3)C)C)C. Cell line: NCIH23. Synergy scores: CSS=81.1, Synergy_ZIP=2.67, Synergy_Bliss=1.14, Synergy_Loewe=0.520, Synergy_HSA=1.64. (2) Drug 1: CC(C1=C(C=CC(=C1Cl)F)Cl)OC2=C(N=CC(=C2)C3=CN(N=C3)C4CCNCC4)N. Drug 2: CC1CCC2CC(C(=CC=CC=CC(CC(C(=O)C(C(C(=CC(C(=O)CC(OC(=O)C3CCCCN3C(=O)C(=O)C1(O2)O)C(C)CC4CCC(C(C4)OC)O)C)C)O)OC)C)C)C)OC. Cell line: HCC-2998. Synergy scores: CSS=24.0, Synergy_ZIP=-6.54, Synergy_Bliss=-3.44, Synergy_Loewe=-6.89, Synergy_HSA=-1.93. (3) Drug 1: C1=CC(=CC=C1CC(C(=O)O)N)N(CCCl)CCCl.Cl. Drug 2: CCC1(CC2CC(C3=C(CCN(C2)C1)C4=CC=CC=C4N3)(C5=C(C=C6C(=C5)C78CCN9C7C(C=CC9)(C(C(C8N6C)(C(=O)OC)O)OC(=O)C)CC)OC)C(=O)OC)O.OS(=O)(=O)O. Cell line: SR. Synergy scores: CSS=81.9, Synergy_ZIP=1.89, Synergy_Bliss=1.85, Synergy_Loewe=-0.970, Synergy_HSA=4.08. (4) Drug 1: C1=C(C(=O)NC(=O)N1)F. Drug 2: C1=CN(C=N1)CC(O)(P(=O)(O)O)P(=O)(O)O. Cell line: HS 578T. Synergy scores: CSS=37.3, Synergy_ZIP=-8.54, Synergy_Bliss=-5.09, Synergy_Loewe=-2.22, Synergy_HSA=-1.89. (5) Synergy scores: CSS=11.7, Synergy_ZIP=-4.01, Synergy_Bliss=-0.247, Synergy_Loewe=-11.9, Synergy_HSA=-0.924. Drug 2: CN(C(=O)NC(C=O)C(C(C(CO)O)O)O)N=O. Cell line: UACC-257. Drug 1: C1C(C(OC1N2C=NC3=C(N=C(N=C32)Cl)N)CO)O.